Dataset: Forward reaction prediction with 1.9M reactions from USPTO patents (1976-2016). Task: Predict the product of the given reaction. (1) Given the reactants [CH3:1][O:2][C:3]1[CH:8]=[CH:7][C:6]([C:9](=[O:12])[CH2:10][CH3:11])=[CH:5][CH:4]=1.[Br-:13], predict the reaction product. The product is: [Br:13][CH:10]([CH3:11])[C:9]([C:6]1[CH:7]=[CH:8][C:3]([O:2][CH3:1])=[CH:4][CH:5]=1)=[O:12]. (2) Given the reactants [CH3:1][C:2]1[NH:3][C:4](=[O:26])[C:5]([CH2:11][C:12]2[CH:17]=[CH:16][C:15]([C:18]3[C:19]([C:24]#[N:25])=[CH:20][CH:21]=[CH:22][CH:23]=3)=[CH:14][CH:13]=2)=[C:6]([CH2:8][CH2:9][CH3:10])[N:7]=1.[Cl:27][C:28]1[CH:29]=[C:30](B(O)O)[CH:31]=[CH:32][C:33]=1[O:34][CH:35]([CH3:37])[CH3:36].C(N(CC)CC)C.N1C=CC=CC=1, predict the reaction product. The product is: [Cl:27][C:28]1[CH:29]=[C:30]([N:3]2[C:4](=[O:26])[C:5]([CH2:11][C:12]3[CH:17]=[CH:16][C:15]([C:18]4[C:19]([C:24]#[N:25])=[CH:20][CH:21]=[CH:22][CH:23]=4)=[CH:14][CH:13]=3)=[C:6]([CH2:8][CH2:9][CH3:10])[N:7]=[C:2]2[CH3:1])[CH:31]=[CH:32][C:33]=1[O:34][CH:35]([CH3:37])[CH3:36].